From a dataset of Peptide-MHC class II binding affinity with 134,281 pairs from IEDB. Regression. Given a peptide amino acid sequence and an MHC pseudo amino acid sequence, predict their binding affinity value. This is MHC class II binding data. The peptide sequence is PKDSDEFIPMKSSWG. The MHC is HLA-DPA10201-DPB10101 with pseudo-sequence HLA-DPA10201-DPB10101. The binding affinity (normalized) is 0.267.